This data is from Reaction yield outcomes from USPTO patents with 853,638 reactions. The task is: Predict the reaction yield, written as a fraction of the theoretical maximum amount of product (1.0 means a 100% yield; for example, 0.34 means a 34% yield). (1) The reactants are [Br:1][C:2]1[S:6][C:5]([C:7]([OH:9])=O)=[CH:4][CH:3]=1.C(Cl)(=O)C(Cl)=O.[Cl:16][C:17]1[CH:23]=[CH:22][CH:21]=[CH:20][C:18]=1[NH2:19].CCN(C(C)C)C(C)C.Cl.[Cl-].[Na+].O. The catalyst is C(Cl)Cl.CC(=O)OCC.CN(C=O)C. The product is [Br:1][C:2]1[S:6][C:5]([C:7]([NH:19][C:18]2[CH:20]=[CH:21][CH:22]=[CH:23][C:17]=2[Cl:16])=[O:9])=[CH:4][CH:3]=1. The yield is 0.920. (2) The reactants are [Cl:1][C:2]1[CH:3]=[C:4]([NH:9][C:10]2[C:19]3[C:14](=[CH:15][C:16]([O:21][CH3:22])=[C:17]([OH:20])[CH:18]=3)[N:13]=[CH:12][N:11]=2)[CH:5]=[CH:6][C:7]=1[F:8].C([O-])([O-])=O.[K+].[K+].Cl[CH2:30][CH2:31][CH2:32][N:33]1[CH2:37][CH:36]2[CH2:38][CH2:39][O:40][CH2:41][CH:35]2[CH2:34]1.C(Cl)Cl. The catalyst is CN(C=O)C.[I-].C([N+](CCCC)(CCCC)CCCC)CCC. The product is [Cl:1][C:2]1[CH:3]=[C:4]([NH:9][C:10]2[C:19]3[C:14](=[CH:15][C:16]([O:21][CH3:22])=[C:17]([O:20][CH2:30][CH2:31][CH2:32][N:33]4[CH2:37][CH:36]5[CH2:38][CH2:39][O:40][CH2:41][CH:35]5[CH2:34]4)[CH:18]=3)[N:13]=[CH:12][N:11]=2)[CH:5]=[CH:6][C:7]=1[F:8]. The yield is 0.440. (3) The catalyst is CN(C=O)C. The yield is 0.740. The product is [CH3:16][N:6]1[C:5]2[CH:12]=[CH:13][C:2]([CH3:1])=[CH:3][C:4]=2[C:9](=[O:10])[O:8][C:7]1=[O:11]. The reactants are [CH3:1][C:2]1[CH:13]=[CH:12][C:5]2[NH:6][C:7](=[O:11])[O:8][C:9](=[O:10])[C:4]=2[CH:3]=1.[H-].[Na+].[CH3:16]I.